Dataset: Reaction yield outcomes from USPTO patents with 853,638 reactions. Task: Predict the reaction yield, written as a fraction of the theoretical maximum amount of product (1.0 means a 100% yield; for example, 0.34 means a 34% yield). The reactants are [N+:1]([C:4]1[CH:12]=[CH:11][C:7]([C:8](Cl)=[O:9])=[CH:6][CH:5]=1)([O-:3])=[O:2].[C:13]([NH2:17])([CH3:16])([CH3:15])[CH3:14].C(N(CC)CC)C. The catalyst is C(Cl)Cl. The product is [C:13]([NH:17][C:8](=[O:9])[C:7]1[CH:11]=[CH:12][C:4]([N+:1]([O-:3])=[O:2])=[CH:5][CH:6]=1)([CH3:16])([CH3:15])[CH3:14]. The yield is 0.770.